This data is from Reaction yield outcomes from USPTO patents with 853,638 reactions. The task is: Predict the reaction yield, written as a fraction of the theoretical maximum amount of product (1.0 means a 100% yield; for example, 0.34 means a 34% yield). (1) The reactants are [CH3:1][N:2]1[CH2:7][CH2:6][N:5]([C:8]2[C:16]3[C:11](=[CH:12][C:13]([C:17]([O-:19])=O)=[CH:14][CH:15]=3)[NH:10][N:9]=2)[CH2:4][CH2:3]1.[Li+].C(Cl)CCl.C1C=CC2N(O)N=NC=2C=1.CCN(CC)CC.[CH3:42][O:43][C:44]1[CH:51]=[CH:50][CH:49]=[CH:48][C:45]=1[CH2:46][NH2:47]. The catalyst is CN(C=O)C.C(OCC)(=O)C. The product is [CH3:42][O:43][C:44]1[CH:51]=[CH:50][CH:49]=[CH:48][C:45]=1[CH2:46][NH:47][C:17]([C:13]1[CH:12]=[C:11]2[C:16]([C:8]([N:5]3[CH2:4][CH2:3][N:2]([CH3:1])[CH2:7][CH2:6]3)=[N:9][NH:10]2)=[CH:15][CH:14]=1)=[O:19]. The yield is 0.260. (2) The reactants are [CH3:1][C:2]1[O:6][N:5]=[C:4]([C:7]2[CH:12]=[CH:11][CH:10]=[CH:9][CH:8]=2)[C:3]=1[CH2:13][O:14][C:15]1[CH:23]=[CH:22][C:18]([C:19]([OH:21])=O)=[CH:17][N:16]=1.[NH2:24][CH2:25][CH:26]1[CH2:28][CH2:27]1. No catalyst specified. The product is [CH:26]1([CH2:25][NH:24][C:19](=[O:21])[C:18]2[CH:22]=[CH:23][C:15]([O:14][CH2:13][C:3]3[C:4]([C:7]4[CH:8]=[CH:9][CH:10]=[CH:11][CH:12]=4)=[N:5][O:6][C:2]=3[CH3:1])=[N:16][CH:17]=2)[CH2:28][CH2:27]1. The yield is 0.780. (3) The reactants are Cl[C:2]([O:4][CH2:5][CH3:6])=O.C[O:8]C1C=C(C=CC=1)C=CC(O)=O.C(N(CC)CC)C.[N-]=[N+]=[N-].[Na+].C1(CC2C=CC=CC=2)C=CC=CC=1.C([N:48]([CH2:53][CH2:54][CH2:55]C)[CH2:49][CH2:50][CH2:51][CH3:52])CCC. The catalyst is CC(C)=O.O. The product is [CH3:2][O:4][C:5]1[CH:6]=[C:55]2[C:50](=[CH:51][CH:52]=1)[C:49](=[O:8])[NH:48][CH:53]=[CH:54]2. The yield is 0.330. (4) The reactants are [CH2:1]([O:3][P:4]([CH2:9]/[CH:10]=[CH:11]/[C:12]1[CH:13]=[C:14](NC(=O)C)[CH:15]=[CH:16][CH:17]=1)([O:6][CH2:7][CH3:8])=[O:5])[CH3:2].IC1C=[C:25](C=CC=1)[NH:26]C(=O)C. No catalyst specified. The product is [CH2:7]([O:6][P:4]([CH2:9]/[CH:10]=[CH:11]/[C:12]1[CH:13]=[C:14]([CH:15]=[CH:16][CH:17]=1)[C:25]#[N:26])([O:3][CH2:1][CH3:2])=[O:5])[CH3:8]. The yield is 0.304.